Dataset: Forward reaction prediction with 1.9M reactions from USPTO patents (1976-2016). Task: Predict the product of the given reaction. (1) Given the reactants C1C=C(Cl)C=C(C(OO)=[O:9])C=1.[Cl:12][C:13]1[C:14]2[C@H:21]([CH3:22])[CH2:20][CH2:19][C:15]=2[N:16]=[CH:17][N:18]=1.C([O-])(O)=O.[Na+].C([O-])([O-])=O.[Na+].[Na+], predict the reaction product. The product is: [Cl:12][C:13]1[N:18]=[CH:17][N+:16]([O-:9])=[C:15]2[CH2:19][CH2:20][C@@H:21]([CH3:22])[C:14]=12. (2) Given the reactants [N:1]1([C:5]([C:7]2[N:8]=[CH:9][C:10]([O:13][C:14]3[CH:15]=[C:16]([CH:21]=[C:22]([O:24][C@H:25]4[CH2:29][CH2:28][N:27]([CH3:30])[C:26]4=[O:31])[CH:23]=3)[C:17]([O:19]C)=[O:18])=[N:11][CH:12]=2)=[O:6])[CH2:4][CH2:3][CH2:2]1.[OH-].[Li+].O, predict the reaction product. The product is: [N:1]1([C:5]([C:7]2[N:8]=[CH:9][C:10]([O:13][C:14]3[CH:15]=[C:16]([CH:21]=[C:22]([O:24][C@H:25]4[CH2:29][CH2:28][N:27]([CH3:30])[C:26]4=[O:31])[CH:23]=3)[C:17]([OH:19])=[O:18])=[N:11][CH:12]=2)=[O:6])[CH2:2][CH2:3][CH2:4]1. (3) Given the reactants O=[C:2]1N=[C:9]2[C:4](N=C(N)N[C:8]2=[O:11])=N1.C1N(CCO)CCN(CCS(O)(=O)=O)C1.[OH-].[K+].[Mg+2].[Cl-:31].[Cl-:32].[Cl-:33].[K+].[CH2:35](S)[C@@H:36](O)[C@H:37](O)CS.C(N(CC(O)=O)CC(O)=O)CN(CC(O)=O)CC(O)=O.C(N(CC(O)=O)CC(O)=O)COCCOCCN(CC(O)=O)CC(O)=O.C1C=CC(CS(F)(=O)=O)=CC=1, predict the reaction product. The product is: [C:8]1([OH:11])[CH:37]=[CH:36][CH:35]=[CH:4][CH:9]=1.[CH:2]([Cl:33])([Cl:32])[Cl:31]. (4) Given the reactants Br[C:2]1[C:3]2[C:8]([C:9]([C:16]3[CH:21]=[CH:20][C:19]([C:22]([CH3:25])([CH3:24])[CH3:23])=[CH:18][CH:17]=3)=[C:10]3[C:15]=1[CH:14]=[CH:13][CH:12]=[CH:11]3)=[CH:7][CH:6]=[CH:5][CH:4]=2.[C:26]([C:30]1[CH:35]=[CH:34][C:33](C#C)=[CH:32][CH:31]=1)([CH3:29])([CH3:28])[CH3:27].C1CCN2C(=NCCC2)CC1.C1(C)C=CC=CC=1, predict the reaction product. The product is: [C:22]([C:19]1[CH:20]=[CH:21][C:16]([C:9]2[C:10]3[C:15]([C:2]([C:33]4[CH:34]=[CH:35][C:30]([C:26]([CH3:29])([CH3:28])[CH3:27])=[CH:31][CH:32]=4)=[C:3]4[C:8]=2[CH:7]=[CH:6][CH:5]=[CH:4]4)=[CH:14][CH:13]=[CH:12][CH:11]=3)=[CH:17][CH:18]=1)([CH3:23])([CH3:25])[CH3:24].